Dataset: Forward reaction prediction with 1.9M reactions from USPTO patents (1976-2016). Task: Predict the product of the given reaction. (1) Given the reactants [Na].Cl.[NH2:3][C:4]([NH2:6])=[NH:5].O1CCCC1.Cl.[Cl:13][C:14]([C:16]1[C:24]2[C:19](=[CH:20][CH:21]=[CH:22][CH:23]=2)[N:18]([C:25]2[C:26]3[CH:33]=[CH:32][N:31]([CH3:34])[C:27]=3[N:28]=[CH:29][N:30]=2)[CH:17]=1)=[O:15], predict the reaction product. The product is: [ClH:13].[NH:5]([C:14]([C:16]1[C:24]2[C:19](=[CH:20][CH:21]=[CH:22][CH:23]=2)[N:18]([C:25]2[C:26]3[CH:33]=[CH:32][N:31]([CH3:34])[C:27]=3[N:28]=[CH:29][N:30]=2)[CH:17]=1)=[O:15])[C:4]([NH2:6])=[NH:3]. (2) Given the reactants [Cl:1][C:2]1[N:7]=[C:6]([CH3:8])[N:5]=[C:4]([CH:9]([C:12]2[C:17]([CH3:18])=[CH:16][C:15]([CH3:19])=[CH:14][C:13]=2[CH3:20])[C:10]#[N:11])[C:3]=1[CH3:21].[CH3:22][Si]([N-][Si](C)(C)C)(C)C.[Li+].CI, predict the reaction product. The product is: [Cl:1][C:2]1[N:7]=[C:6]([CH3:8])[N:5]=[C:4]([C:9]([C:12]2[C:17]([CH3:18])=[CH:16][C:15]([CH3:19])=[CH:14][C:13]=2[CH3:20])([CH3:22])[C:10]#[N:11])[C:3]=1[CH3:21]. (3) Given the reactants Cl.[Br:2][C:3]1[S:4][CH:5]=[C:6]([C@@H:8]2[CH2:10][C@H:9]2[NH2:11])[N:7]=1.C(=O)([O-])O.[Na+].[CH:17]1([CH:20]=O)[CH2:19][CH2:18]1.[BH4-].[Na+], predict the reaction product. The product is: [Br:2][C:3]1[S:4][CH:5]=[C:6]([C@@H:8]2[CH2:10][C@H:9]2[NH:11][CH2:20][CH:17]2[CH2:19][CH2:18]2)[N:7]=1. (4) Given the reactants [F:1][C:2]1[CH:7]=[CH:6][CH:5]=[C:4]([F:8])[C:3]=1[N:9]1[C:14]2[N:15]=[C:16]([NH:36][CH2:37][CH2:38][N:39](C)[C:40](=O)OC(C)(C)C)[N:17]=[C:18]([C:19]3[CH:24]=[C:23]([C:25]([NH:27][C:28]4[CH:33]=[CH:32][C:31]([F:34])=[CH:30][CH:29]=4)=[O:26])[CH:22]=[CH:21][C:20]=3[CH3:35])[C:13]=2[CH2:12][NH:11][C:10]1=[O:48].C(O)(C(F)(F)F)=O, predict the reaction product. The product is: [F:8][C:4]1[CH:5]=[CH:6][CH:7]=[C:2]([F:1])[C:3]=1[N:9]1[C:14]2[N:15]=[C:16]([NH:36][CH2:37][CH2:38][NH:39][CH3:40])[N:17]=[C:18]([C:19]3[CH:24]=[C:23]([CH:22]=[CH:21][C:20]=3[CH3:35])[C:25]([NH:27][C:28]3[CH:29]=[CH:30][C:31]([F:34])=[CH:32][CH:33]=3)=[O:26])[C:13]=2[CH2:12][NH:11][C:10]1=[O:48].